This data is from NCI-60 drug combinations with 297,098 pairs across 59 cell lines. The task is: Regression. Given two drug SMILES strings and cell line genomic features, predict the synergy score measuring deviation from expected non-interaction effect. (1) Drug 1: CCC1(CC2CC(C3=C(CCN(C2)C1)C4=CC=CC=C4N3)(C5=C(C=C6C(=C5)C78CCN9C7C(C=CC9)(C(C(C8N6C)(C(=O)OC)O)OC(=O)C)CC)OC)C(=O)OC)O.OS(=O)(=O)O. Drug 2: CCN(CC)CCCC(C)NC1=C2C=C(C=CC2=NC3=C1C=CC(=C3)Cl)OC. Cell line: 786-0. Synergy scores: CSS=6.33, Synergy_ZIP=-4.93, Synergy_Bliss=1.00, Synergy_Loewe=-0.746, Synergy_HSA=-0.508. (2) Drug 1: CC1=CC2C(CCC3(C2CCC3(C(=O)C)OC(=O)C)C)C4(C1=CC(=O)CC4)C. Drug 2: CS(=O)(=O)OCCCCOS(=O)(=O)C. Cell line: HCC-2998. Synergy scores: CSS=-1.52, Synergy_ZIP=0.812, Synergy_Bliss=-2.18, Synergy_Loewe=-6.73, Synergy_HSA=-6.75. (3) Drug 1: CC(CN1CC(=O)NC(=O)C1)N2CC(=O)NC(=O)C2. Drug 2: CCCCC(=O)OCC(=O)C1(CC(C2=C(C1)C(=C3C(=C2O)C(=O)C4=C(C3=O)C=CC=C4OC)O)OC5CC(C(C(O5)C)O)NC(=O)C(F)(F)F)O. Cell line: SK-OV-3. Synergy scores: CSS=7.93, Synergy_ZIP=-2.13, Synergy_Bliss=-1.24, Synergy_Loewe=0.176, Synergy_HSA=-0.192. (4) Drug 1: CC=C1C(=O)NC(C(=O)OC2CC(=O)NC(C(=O)NC(CSSCCC=C2)C(=O)N1)C(C)C)C(C)C. Drug 2: C(CN)CNCCSP(=O)(O)O. Cell line: HS 578T. Synergy scores: CSS=52.9, Synergy_ZIP=5.97, Synergy_Bliss=5.40, Synergy_Loewe=-51.3, Synergy_HSA=2.46. (5) Drug 1: C1C(C(OC1N2C=NC3=C(N=C(N=C32)Cl)N)CO)O. Drug 2: CN(C(=O)NC(C=O)C(C(C(CO)O)O)O)N=O. Cell line: NCI-H322M. Synergy scores: CSS=-3.91, Synergy_ZIP=2.66, Synergy_Bliss=0.752, Synergy_Loewe=-0.557, Synergy_HSA=-3.09. (6) Drug 1: C1=CC(=CC=C1CCCC(=O)O)N(CCCl)CCCl. Drug 2: C1CN1P(=S)(N2CC2)N3CC3. Cell line: K-562. Synergy scores: CSS=22.5, Synergy_ZIP=-10.3, Synergy_Bliss=-6.68, Synergy_Loewe=-4.72, Synergy_HSA=-4.00. (7) Drug 1: C(CC(=O)O)C(=O)CN.Cl. Drug 2: C1CN(P(=O)(OC1)NCCCl)CCCl. Cell line: U251. Synergy scores: CSS=1.51, Synergy_ZIP=-1.86, Synergy_Bliss=1.28, Synergy_Loewe=-0.392, Synergy_HSA=-0.0169. (8) Synergy scores: CSS=15.0, Synergy_ZIP=-3.17, Synergy_Bliss=-2.52, Synergy_Loewe=-36.8, Synergy_HSA=-8.46. Drug 1: CCC(=C(C1=CC=CC=C1)C2=CC=C(C=C2)OCCN(C)C)C3=CC=CC=C3.C(C(=O)O)C(CC(=O)O)(C(=O)O)O. Drug 2: C1=CC=C(C=C1)NC(=O)CCCCCCC(=O)NO. Cell line: SK-MEL-28. (9) Cell line: SR. Drug 1: CN1C(=O)N2C=NC(=C2N=N1)C(=O)N. Synergy scores: CSS=-1.07, Synergy_ZIP=-1.25, Synergy_Bliss=-2.34, Synergy_Loewe=-7.47, Synergy_HSA=-4.18. Drug 2: CCCCCOC(=O)NC1=NC(=O)N(C=C1F)C2C(C(C(O2)C)O)O. (10) Drug 1: CC12CCC3C(C1CCC2=O)CC(=C)C4=CC(=O)C=CC34C. Drug 2: C1=CN(C(=O)N=C1N)C2C(C(C(O2)CO)O)O.Cl. Cell line: 786-0. Synergy scores: CSS=60.7, Synergy_ZIP=-4.98, Synergy_Bliss=-2.46, Synergy_Loewe=-7.45, Synergy_HSA=-2.16.